This data is from Reaction yield outcomes from USPTO patents with 853,638 reactions. The task is: Predict the reaction yield, written as a fraction of the theoretical maximum amount of product (1.0 means a 100% yield; for example, 0.34 means a 34% yield). (1) The reactants are Cl.CN(C)CCCN=C=NCC.[C:13]([CH2:16][CH2:17][CH2:18][O:19][C:20]1[CH:29]=[C:28]2[C:23]([C:24]([NH:30][C:31]3[CH:36]=[CH:35][C:34]([Cl:37])=[CH:33][C:32]=3[F:38])=[N:25][CH:26]=[N:27]2)=[CH:22][C:21]=1[O:39][CH3:40])([OH:15])=O.[CH3:41][N:42]1[CH2:47][CH2:46][NH:45][CH2:44][CH2:43]1. The catalyst is CN(C)C1C=CN=CC=1.CN(C=O)C. The product is [Cl:37][C:34]1[CH:35]=[CH:36][C:31]([NH:30][C:24]2[C:23]3[C:28](=[CH:29][C:20]([O:19][CH2:18][CH2:17][CH2:16][C:13]([N:45]4[CH2:46][CH2:47][N:42]([CH3:41])[CH2:43][CH2:44]4)=[O:15])=[C:21]([O:39][CH3:40])[CH:22]=3)[N:27]=[CH:26][N:25]=2)=[C:32]([F:38])[CH:33]=1. The yield is 0.440. (2) The catalyst is [Cu]I. The reactants are [N:1]1[CH:6]=[CH:5][CH:4]=[CH:3][C:2]=1[C:7]1[CH:19]=[CH:18][C:17]2[C:16]3[C:11](=[CH:12][CH:13]=[CH:14][CH:15]=3)[NH:10][C:9]=2[CH:8]=1.Br[C:21]1[CH:33]=[CH:32][C:31]2[C:30]3[C:25](=[CH:26][CH:27]=[CH:28][CH:29]=3)[N:24]([C:34]3[CH:39]=[CH:38][CH:37]=[CH:36][N:35]=3)[C:23]=2[CH:22]=1.C(=O)([O-])[O-].[K+].[K+].N1CCC[C@H]1C(O)=O. The yield is 0.600. The product is [N:1]1[CH:6]=[CH:5][CH:4]=[CH:3][C:2]=1[C:7]1[CH:19]=[CH:18][C:17]2[C:16]3[C:11](=[CH:12][CH:13]=[CH:14][CH:15]=3)[N:10]([C:21]3[CH:33]=[CH:32][C:31]4[C:30]5[C:25](=[CH:26][CH:27]=[CH:28][CH:29]=5)[N:24]([C:34]5[CH:39]=[CH:38][CH:37]=[CH:36][N:35]=5)[C:23]=4[CH:22]=3)[C:9]=2[CH:8]=1. (3) The reactants are C(OC([N:8]1[CH2:13][CH2:12][C:11]2[N:14]([CH3:17])[CH:15]=[CH:16][C:10]=2[C:9]1=[O:18])=O)(C)(C)C.[Al+3].[Cl-].[Cl-].[Cl-].[C:23](Cl)(=[O:25])[CH3:24]. The catalyst is C(Cl)Cl. The product is [C:23]([C:15]1[N:14]([CH3:17])[C:11]2[CH2:12][CH2:13][NH:8][C:9](=[O:18])[C:10]=2[CH:16]=1)(=[O:25])[CH3:24]. The yield is 0.500. (4) The reactants are [CH:1]1([O:6][C:7]2[N:12]=[C:11]([CH2:13][C:14]3[CH:19]=[CH:18][C:17]([CH2:20][C:21]([O:23]C)=[O:22])=[CH:16][CH:15]=3)[CH:10]=[C:9]([C:25]([F:28])([F:27])[F:26])[N:8]=2)[CH2:5][CH2:4][CH2:3][CH2:2]1.O1CCOCC1.O.[OH-].[Li+].Cl. The catalyst is C(OCC)(=O)C.O. The product is [CH:1]1([O:6][C:7]2[N:12]=[C:11]([CH2:13][C:14]3[CH:19]=[CH:18][C:17]([CH2:20][C:21]([OH:23])=[O:22])=[CH:16][CH:15]=3)[CH:10]=[C:9]([C:25]([F:27])([F:28])[F:26])[N:8]=2)[CH2:5][CH2:4][CH2:3][CH2:2]1. The yield is 0.530.